Dataset: Full USPTO retrosynthesis dataset with 1.9M reactions from patents (1976-2016). Task: Predict the reactants needed to synthesize the given product. (1) Given the product [C:31]([O:35][C:36]([NH:38][C:39]1[N:44]=[CH:43][C:42]([C:18]2[N:19]([C:24]([O:26][C:27]([CH3:28])([CH3:29])[CH3:30])=[O:25])[CH2:20][CH2:21][O:22][CH:23]=2)=[CH:41][CH:40]=1)=[O:37])([CH3:34])([CH3:32])[CH3:33], predict the reactants needed to synthesize it. The reactants are: O(P(O[C:18]1[N:19]([C:24]([O:26][C:27]([CH3:30])([CH3:29])[CH3:28])=[O:25])[CH2:20][CH2:21][O:22][CH:23]=1)(OC1C=CC=CC=1)=O)C1C=CC=CC=1.[C:31]([O:35][C:36]([NH:38][C:39]1[N:44]=[CH:43][C:42](B(O)O)=[CH:41][CH:40]=1)=[O:37])([CH3:34])([CH3:33])[CH3:32]. (2) Given the product [CH3:5][O:6][CH2:7][CH2:8][NH:9][CH2:11][Si:12]([CH3:15])([CH3:14])[CH3:13], predict the reactants needed to synthesize it. The reactants are: CS(C)=O.[CH3:5][O:6][CH2:7][CH2:8][NH2:9].Cl[CH2:11][Si:12]([CH3:15])([CH3:14])[CH3:13].